The task is: Predict the reactants needed to synthesize the given product.. This data is from Full USPTO retrosynthesis dataset with 1.9M reactions from patents (1976-2016). (1) Given the product [ClH:1].[Cl:1][C:2]1[CH:7]=[CH:6][C:5]([CH2:8][C:9]([NH:49][C:50]2[CH:59]=[CH:58][CH:57]=[C:56]3[C:51]=2[CH:52]=[CH:53][N:54]([CH:61]2[CH:65]([OH:66])[CH2:64][NH:63][CH2:62]2)[C:55]3=[O:60])=[O:11])=[CH:4][C:3]=1[C:12]([F:15])([F:14])[F:13], predict the reactants needed to synthesize it. The reactants are: [Cl:1][C:2]1[CH:7]=[CH:6][C:5]([CH2:8][C:9]([OH:11])=O)=[CH:4][C:3]=1[C:12]([F:15])([F:14])[F:13].F[P-](F)(F)(F)(F)F.C[N+](C)=C(N(C)C)ON1C2N=CC=CC=2N=N1.C(N(CC)C(C)C)(C)C.[NH2:49][C:50]1[CH:59]=[CH:58][CH:57]=[C:56]2[C:51]=1[CH:52]=[CH:53][N:54]([CH:61]1[CH:65]([OH:66])[CH2:64][N:63](C(OC(C)(C)C)=O)[CH2:62]1)[C:55]2=[O:60]. (2) Given the product [CH3:1][O:2][C:3]1[CH:4]=[C:5]([C:11]([C:13]2[CH:18]=[CH:17][C:16]([O:19][CH3:20])=[C:15]([O:21][CH2:22][CH3:23])[CH:14]=2)=[CH:32][C:33]#[N:34])[CH:6]=[C:7]([O:9][CH3:10])[CH:8]=1, predict the reactants needed to synthesize it. The reactants are: [CH3:1][O:2][C:3]1[CH:4]=[C:5]([C:11]([C:13]2[CH:18]=[CH:17][C:16]([O:19][CH3:20])=[C:15]([O:21][CH2:22][CH3:23])[CH:14]=2)=O)[CH:6]=[C:7]([O:9][CH3:10])[CH:8]=1.C(OP([CH2:32][C:33]#[N:34])(=O)OCC)C.C[Si]([N-][Si](C)(C)C)(C)C.[Li+].COC1C=C(C(C2C=CC=C(OC)C=2)=CC#N)C=C(OC)C=1. (3) Given the product [F:1][C:2]1[CH:7]=[CH:6][C:5]([N:8]2[C:16]3[C:11](=[CH:12][C:13]4[C:21]([C:22]#[N:23])=[C:20]([OH:24])[CH2:19][CH2:18][CH2:17][C:14]=4[CH:15]=3)[CH:10]=[N:9]2)=[CH:4][CH:3]=1, predict the reactants needed to synthesize it. The reactants are: [F:1][C:2]1[CH:7]=[CH:6][C:5]([N:8]2[C:16]3[C:11](=[CH:12][C:13]4[CH:21]([C:22]#[N:23])[C:20](OC)([O:24]C)[CH2:19][CH2:18][CH2:17][C:14]=4[CH:15]=3)[CH:10]=[N:9]2)=[CH:4][CH:3]=1. (4) Given the product [CH2:23]([C:17]1[CH:16]=[C:15]([C:11]2[CH:12]=[C:13]3[C:8](=[CH:9][CH:10]=2)[C:7](=[O:25])[CH:6]([CH2:5][C:4]([OH:26])=[O:3])[CH2:14]3)[CH:20]=[CH:19][C:18]=1[O:21][CH3:22])[CH3:24], predict the reactants needed to synthesize it. The reactants are: C([O:3][C:4](=[O:26])[CH2:5][CH:6]1[CH2:14][C:13]2[C:8](=[CH:9][CH:10]=[C:11]([C:15]3[CH:20]=[CH:19][C:18]([O:21][CH3:22])=[C:17]([CH2:23][CH3:24])[CH:16]=3)[CH:12]=2)[C:7]1=[O:25])C.[OH-].[Na+].C(Cl)Cl.Cl. (5) Given the product [N+:13]([C:10]1[CH:11]=[CH:12][C:7]([N:1]2[CH:5]=[CH:4][CH:3]=[N:2]2)=[CH:8][CH:9]=1)([O-:15])=[O:14], predict the reactants needed to synthesize it. The reactants are: [NH:1]1[CH:5]=[CH:4][CH:3]=[N:2]1.Br[C:7]1[CH:12]=[CH:11][C:10]([N+:13]([O-:15])=[O:14])=[CH:9][CH:8]=1. (6) Given the product [CH2:8]([O:12][C:13]1[N:21]=[C:20]2[C:16]([N:17]=[C:18]([O:22][CH3:23])[N:19]2[CH2:26][CH2:27][CH2:28][CH:29]2[CH2:33][CH2:32][CH2:31][O:30]2)=[C:15]([NH2:24])[N:14]=1)[CH2:9][CH2:10][CH3:11], predict the reactants needed to synthesize it. The reactants are: FC(F)(F)C(O)=O.[CH2:8]([O:12][C:13]1[NH:14][C:15]([NH2:24])=[C:16]2[C:20]([N:21]=1)=[N:19][C:18]([O:22][CH3:23])=[N:17]2)[CH2:9][CH2:10][CH3:11].Br[CH2:26][CH2:27][CH2:28][CH:29]1[CH2:33][CH2:32][CH2:31][O:30]1. (7) Given the product [C:29]([O:33][C:34](=[O:46])[NH:35][CH2:36][CH:37]([C:38]1[CH:43]=[CH:42][CH:41]=[C:40]([Cl:44])[CH:39]=1)[NH:45][C:5]1[N:10]=[C:9]([C:11]2[C:19]3[C:14](=[N:15][C:16]([NH:20][CH2:21][CH2:22][N:23]4[CH2:28][CH2:27][O:26][CH2:25][CH2:24]4)=[N:17][CH:18]=3)[NH:13][N:12]=2)[CH:8]=[CH:7][N:6]=1)([CH3:32])([CH3:30])[CH3:31], predict the reactants needed to synthesize it. The reactants are: CS([C:5]1[N:10]=[C:9]([C:11]2[C:19]3[C:14](=[N:15][C:16]([NH:20][CH2:21][CH2:22][N:23]4[CH2:28][CH2:27][O:26][CH2:25][CH2:24]4)=[N:17][CH:18]=3)[NH:13][N:12]=2)[CH:8]=[CH:7][N:6]=1)(=O)=O.[C:29]([O:33][C:34](=[O:46])[NH:35][CH2:36][CH:37]([NH2:45])[C:38]1[CH:43]=[CH:42][CH:41]=[C:40]([Cl:44])[CH:39]=1)([CH3:32])([CH3:31])[CH3:30]. (8) Given the product [CH:3]1([O:8][C:9]2[C:10]([CH3:19])=[N:11][CH:12]=[C:13]([CH:18]=2)[C:14]([OH:16])=[S:15])[CH2:4][CH2:5][CH2:6][CH2:7]1, predict the reactants needed to synthesize it. The reactants are: [OH-].[K+].[CH:3]1([O:8][C:9]2[C:10]([CH3:19])=[N:11][CH:12]=[C:13]([CH:18]=2)[C:14]([O:16]C)=[S:15])[CH2:7][CH2:6][CH2:5][CH2:4]1. (9) Given the product [F:1][C:2]1[CH:7]=[CH:6][C:5]([C:8]2[CH:9]=[C:10]3[C:15](=[CH:16][CH:17]=2)[CH:14]=[C:13]([S:18]([C:23]2[CH:28]=[CH:27][CH:26]=[CH:25][N:24]=2)(=[O:20])=[O:19])[CH:12]=[CH:11]3)=[CH:4][CH:3]=1, predict the reactants needed to synthesize it. The reactants are: [F:1][C:2]1[CH:7]=[CH:6][C:5]([C:8]2[CH:9]=[C:10]3[C:15](=[CH:16][CH:17]=2)[CH:14]=[C:13]([S:18]([O-:20])=[O:19])[CH:12]=[CH:11]3)=[CH:4][CH:3]=1.[Na+].Br[C:23]1[CH:28]=[CH:27][CH:26]=[CH:25][N:24]=1.